This data is from Reaction yield outcomes from USPTO patents with 853,638 reactions. The task is: Predict the reaction yield, written as a fraction of the theoretical maximum amount of product (1.0 means a 100% yield; for example, 0.34 means a 34% yield). (1) The reactants are [CH3:1][I:2].[CH3:3][C:4]1[CH:9]=[CH:8][C:7]([OH:10])=[C:6]([CH:11]([C:20]2[CH:25]=[CH:24][CH:23]=[CH:22][CH:21]=2)[CH2:12][CH2:13][N:14]2[CH2:19][CH2:18][CH2:17][CH2:16][CH2:15]2)[CH:5]=1. The catalyst is C(#N)C.CC(C)=O. The product is [I-:2].[OH:10][C:7]1[CH:8]=[CH:9][C:4]([CH3:3])=[CH:5][C:6]=1[CH:11]([C:20]1[CH:25]=[CH:24][CH:23]=[CH:22][CH:21]=1)[CH2:12][CH2:13][N+:14]1([CH3:1])[CH2:15][CH2:16][CH2:17][CH2:18][CH2:19]1. The yield is 0.900. (2) The reactants are BrCCBr.C[Si](Cl)(C)C.[CH3:10][O:11][C:12](=[O:22])/[C:13](/I)=[CH:14]\[CH:15]1[CH2:20][CH2:19][CH2:18][CH2:17][CH2:16]1.C1(P(C2C=CC=CC=2)C2C=CC=CC=2)C=CC=CC=1.[Cl:42][C:43]1[CH:48]=[C:47](I)[CH:46]=[CH:45][C:44]=1[N:50]1[C:54]([CH3:55])=[N:53][N:52]=[N:51]1.[Cl-].[NH4+]. The catalyst is O1CCCC1.[Zn].C1C=CC(/C=C/C(/C=C/C2C=CC=CC=2)=O)=CC=1.C1C=CC(/C=C/C(/C=C/C2C=CC=CC=2)=O)=CC=1.[Pd]. The product is [CH3:10][O:11][C:12](=[O:22])/[C:13](/[C:47]1[CH:46]=[CH:45][C:44]([N:50]2[C:54]([CH3:55])=[N:53][N:52]=[N:51]2)=[C:43]([Cl:42])[CH:48]=1)=[CH:14]/[CH:15]1[CH2:20][CH2:19][CH2:18][CH2:17][CH2:16]1. The yield is 0.640. (3) The reactants are [Cl:1][C:2]1[N:7]=[CH:6][C:5]2[S:8][C:9]3[CH:14]=[CH:13][C:12](Br)=[CH:11][C:10]=3[C:4]=2[CH:3]=1.[CH:16]1[C:33]2[C:32]3[C:27](=[CH:28][CH:29]=[CH:30][CH:31]=3)[C:26]3[C:21](=[CH:22][CH:23]=[CH:24][CH:25]=3)[C:20]=2[CH:19]=[CH:18][C:17]=1B(O)O.[O-]P([O-])([O-])=O.[K+].[K+].[K+].C1(C)C=CC=CC=1. The catalyst is C1C=CC(/C=C/C(/C=C/C2C=CC=CC=2)=O)=CC=1.C1C=CC(/C=C/C(/C=C/C2C=CC=CC=2)=O)=CC=1.C1C=CC(/C=C/C(/C=C/C2C=CC=CC=2)=O)=CC=1.[Pd].[Pd].C1(P(C2CCCCC2)C2C=CC=CC=2C2C(OC)=CC=CC=2OC)CCCCC1.O. The product is [Cl:1][C:2]1[N:7]=[CH:6][C:5]2[S:8][C:9]3[CH:14]=[CH:13][C:12]([C:29]4[CH:30]=[CH:31][C:32]5[C:33]6[C:20](=[CH:19][CH:18]=[CH:17][CH:16]=6)[C:21]6[C:26](=[CH:25][CH:24]=[CH:23][CH:22]=6)[C:27]=5[CH:28]=4)=[CH:11][C:10]=3[C:4]=2[CH:3]=1. The yield is 0.700. (4) The reactants are [C:1]([O:5][C:6]([N:8]1[C@@H:12]([C:13]([CH3:31])(OC(OC2C=CC=CC=2)=S)[CH2:14][C:15]2[CH:20]=[CH:19][CH:18]=[CH:17][CH:16]=2)[CH2:11][O:10][C:9]1([CH3:33])[CH3:32])=[O:7])([CH3:4])([CH3:3])[CH3:2].N(C(C)(C)C#N)=NC(C)(C)C#N. The catalyst is C1(C)C=CC=CC=1. The product is [C:1]([O:5][C:6]([N:8]1[C@@H:12]([C:13]([CH3:31])=[CH:14][C:15]2[CH:16]=[CH:17][CH:18]=[CH:19][CH:20]=2)[CH2:11][O:10][C:9]1([CH3:33])[CH3:32])=[O:7])([CH3:4])([CH3:2])[CH3:3]. The yield is 0.590. (5) The reactants are [C:1]([O:5][C:6](=[O:49])[CH2:7][NH:8][C:9]([C@@H:11]1[CH2:15][C@@H:14]([S:16][C:17]([C:30]2[CH:35]=[CH:34][CH:33]=[CH:32][CH:31]=2)([C:24]2[CH:29]=[CH:28][CH:27]=[CH:26][CH:25]=2)[C:18]2[CH:23]=[CH:22][CH:21]=[CH:20][CH:19]=2)[CH2:13][N:12]1[S:36]([C:39]1[CH:48]=[CH:47][C:46]2[C:41](=[CH:42][CH:43]=[CH:44][CH:45]=2)[CH:40]=1)(=[O:38])=[O:37])=[O:10])([CH3:4])([CH3:3])[CH3:2].C[Si]([N-][Si](C)(C)C)(C)C.[Li+].[CH2:60](Br)[CH:61]=[CH2:62]. The catalyst is C1COCC1. The product is [C:1]([O:5][C:6](=[O:49])[CH:7]([NH:8][C:9]([C@@H:11]1[CH2:15][C@@H:14]([S:16][C:17]([C:18]2[CH:19]=[CH:20][CH:21]=[CH:22][CH:23]=2)([C:30]2[CH:31]=[CH:32][CH:33]=[CH:34][CH:35]=2)[C:24]2[CH:29]=[CH:28][CH:27]=[CH:26][CH:25]=2)[CH2:13][N:12]1[S:36]([C:39]1[CH:48]=[CH:47][C:46]2[C:41](=[CH:42][CH:43]=[CH:44][CH:45]=2)[CH:40]=1)(=[O:38])=[O:37])=[O:10])[CH2:62][CH:61]=[CH2:60])([CH3:4])([CH3:2])[CH3:3]. The yield is 0.210. (6) The reactants are [Si:1]([O:8][CH:9]([CH2:20][O:21][C:22]1[CH:27]=[CH:26][CH:25]=[C:24]([C:28]2[N:33]=[C:32](Cl)[C:31]([CH3:35])=[C:30]([Cl:36])[N:29]=2)[CH:23]=1)[CH2:10][N:11]([CH3:19])[C:12](=[O:18])[O:13][C:14]([CH3:17])([CH3:16])[CH3:15])([C:4]([CH3:7])([CH3:6])[CH3:5])([CH3:3])[CH3:2].C(N(CC)CC)C.[O:44]1[CH2:49][CH2:48][CH:47]([NH2:50])[CH2:46][CH2:45]1. The catalyst is CN(C=O)C.CCOC(C)=O. The product is [C:4]([Si:1]([CH3:3])([CH3:2])[O:8][CH:9]([CH2:20][O:21][C:22]1[CH:27]=[CH:26][CH:25]=[C:24]([C:28]2[N:29]=[C:30]([Cl:36])[C:31]([CH3:35])=[C:32]([NH:50][CH:47]3[CH2:48][CH2:49][O:44][CH2:45][CH2:46]3)[N:33]=2)[CH:23]=1)[CH2:10][N:11]([CH3:19])[C:12](=[O:18])[O:13][C:14]([CH3:15])([CH3:16])[CH3:17])([CH3:7])([CH3:5])[CH3:6]. The yield is 0.760. (7) The reactants are [N+:1]([C:4]1[CH:5]=[C:6]2[C:11](=[CH:12][CH:13]=1)[NH:10][C:9](=[O:14])[CH:8]=[CH:7]2)([O-:3])=[O:2].[F-].[Cs+].[CH2:17](Cl)[C:18]1[CH:23]=[CH:22][CH:21]=[CH:20][CH:19]=1. The catalyst is CN(C=O)C. The product is [N+:1]([C:4]1[CH:5]=[C:6]2[C:11](=[CH:12][CH:13]=1)[N:10]([CH2:17][C:18]1[CH:23]=[CH:22][CH:21]=[CH:20][CH:19]=1)[C:9](=[O:14])[CH:8]=[CH:7]2)([O-:3])=[O:2]. The yield is 0.770.